Dataset: NCI-60 drug combinations with 297,098 pairs across 59 cell lines. Task: Regression. Given two drug SMILES strings and cell line genomic features, predict the synergy score measuring deviation from expected non-interaction effect. Drug 1: CC12CCC3C(C1CCC2OP(=O)(O)O)CCC4=C3C=CC(=C4)OC(=O)N(CCCl)CCCl.[Na+]. Drug 2: CC1C(C(CC(O1)OC2CC(CC3=C2C(=C4C(=C3O)C(=O)C5=C(C4=O)C(=CC=C5)OC)O)(C(=O)CO)O)N)O.Cl. Cell line: BT-549. Synergy scores: CSS=79.0, Synergy_ZIP=14.3, Synergy_Bliss=14.5, Synergy_Loewe=-6.05, Synergy_HSA=16.1.